From a dataset of Forward reaction prediction with 1.9M reactions from USPTO patents (1976-2016). Predict the product of the given reaction. Given the reactants [CH3:1][O:2][C:3]1[CH:22]=[CH:21][C:6]([CH2:7][C@@H:8]2[C:12]3=[N:13][C:14]4[CH:19]=[CH:18][CH:17]=[CH:16][C:15]=4[N:11]3[C:10](=[O:20])[NH:9]2)=[CH:5][CH:4]=1.[C@H:23]1([NH2:32])[C:31]2[C:26](=[CH:27][CH:28]=[CH:29][CH:30]=2)[CH2:25][CH2:24]1.C(O)(C(F)(F)F)=O, predict the reaction product. The product is: [NH:11]1[C:15]2[CH:16]=[CH:17][CH:18]=[CH:19][C:14]=2[N:13]=[C:12]1[C@H:8]([NH:9][C:10]([NH:32][C@H:23]1[C:31]2[C:26](=[CH:27][CH:28]=[CH:29][CH:30]=2)[CH2:25][CH2:24]1)=[O:20])[CH2:7][C:6]1[CH:5]=[CH:4][C:3]([O:2][CH3:1])=[CH:22][CH:21]=1.